From a dataset of Peptide-MHC class II binding affinity with 134,281 pairs from IEDB. Regression. Given a peptide amino acid sequence and an MHC pseudo amino acid sequence, predict their binding affinity value. This is MHC class II binding data. (1) The peptide sequence is LAARTLLAAADELVG. The MHC is DRB1_1101 with pseudo-sequence DRB1_1101. The binding affinity (normalized) is 0.201. (2) The peptide sequence is KWHKHYLVCNYGPSG. The MHC is HLA-DQA10301-DQB10302 with pseudo-sequence HLA-DQA10301-DQB10302. The binding affinity (normalized) is 0.0986. (3) The peptide sequence is FHELIMKDGRRLVVP. The MHC is DRB1_0301 with pseudo-sequence DRB1_0301. The binding affinity (normalized) is 0.512. (4) The peptide sequence is AFKVAATAANGAPAN. The MHC is DRB1_0401 with pseudo-sequence DRB1_0401. The binding affinity (normalized) is 0.354. (5) The peptide sequence is LADKRPTAWFLPSIR. The MHC is HLA-DQA10201-DQB10402 with pseudo-sequence HLA-DQA10201-DQB10402. The binding affinity (normalized) is 0.406. (6) The peptide sequence is EFSNFKVAFSRSLND. The MHC is DRB1_1101 with pseudo-sequence DRB1_1101. The binding affinity (normalized) is 0.661.